Predict the product of the given reaction. From a dataset of Forward reaction prediction with 1.9M reactions from USPTO patents (1976-2016). (1) The product is: [CH:1]1([CH2:4][N:5]2[C:9]3[CH:10]=[CH:11][C:12]([S:14]([CH:17]4[CH2:22][CH2:21][NH:20][CH2:19][CH2:18]4)(=[O:15])=[O:16])=[CH:13][C:8]=3[N:7]=[C:6]2[CH2:30][C:31]([CH3:34])([CH3:33])[CH3:32])[CH2:2][CH2:3]1. Given the reactants [CH:1]1([CH2:4][N:5]2[C:9]3[CH:10]=[CH:11][C:12]([S:14]([CH:17]4[CH2:22][CH2:21][N:20](C(OC(C)(C)C)=O)[CH2:19][CH2:18]4)(=[O:16])=[O:15])=[CH:13][C:8]=3[N:7]=[C:6]2[CH2:30][C:31]([CH3:34])([CH3:33])[CH3:32])[CH2:3][CH2:2]1.C1(CN2C3C=CC(S(CC4CCN(C(OC(C)(C)C)=O)CC4)(=O)=O)=CC=3N=C2CC(C)(C)C)CC1, predict the reaction product. (2) Given the reactants [Cl:1][C:2]1[C:7]([F:8])=[CH:6][CH:5]=[C:4]([Cl:9])[C:3]=1[CH:10]([OH:12])[CH3:11].O[C:14]1[C:15]([N+:20]([O-:22])=[O:21])=[N:16][CH:17]=[CH:18][CH:19]=1.C1(P(C2C=CC=CC=2)C2C=CC=CC=2)C=CC=CC=1.N(C(OC(C)C)=O)=NC(OC(C)C)=O, predict the reaction product. The product is: [Cl:1][C:2]1[C:7]([F:8])=[CH:6][CH:5]=[C:4]([Cl:9])[C:3]=1[CH:10]([O:12][C:14]1[C:15]([N+:20]([O-:22])=[O:21])=[N:16][CH:17]=[CH:18][CH:19]=1)[CH3:11]. (3) Given the reactants [N+:1]([C:4]1[CH:9]=[CH:8][C:7]([OH:10])=[CH:6][CH:5]=1)([O-:3])=[O:2].[H-].[Na+].[CH3:13][P:14](Cl)(Cl)=[O:15], predict the reaction product. The product is: [N+:1]([C:4]1[CH:9]=[CH:8][C:7]([O:10][P:14]([CH3:13])(=[O:15])[O:10][C:7]2[CH:8]=[CH:9][C:4]([N+:1]([O-:3])=[O:2])=[CH:5][CH:6]=2)=[CH:6][CH:5]=1)([O-:3])=[O:2]. (4) Given the reactants Cl.[CH3:2][C:3]1[CH:4]=[C:5]([NH:10][NH2:11])[CH:6]=[CH:7][C:8]=1[CH3:9].C(=O)([O-])[O-].[K+].[K+].C([O:20][C:21](=O)[C:22](=COCC)[C:23](OCC)=O)C.Cl, predict the reaction product. The product is: [CH3:2][C:3]1[CH:4]=[C:5]([N:10]2[CH:23]=[CH:22][C:21](=[O:20])[NH:11]2)[CH:6]=[CH:7][C:8]=1[CH3:9].